Regression. Given two drug SMILES strings and cell line genomic features, predict the synergy score measuring deviation from expected non-interaction effect. From a dataset of NCI-60 drug combinations with 297,098 pairs across 59 cell lines. (1) Drug 1: CNC(=O)C1=CC=CC=C1SC2=CC3=C(C=C2)C(=NN3)C=CC4=CC=CC=N4. Drug 2: CC=C1C(=O)NC(C(=O)OC2CC(=O)NC(C(=O)NC(CSSCCC=C2)C(=O)N1)C(C)C)C(C)C. Cell line: EKVX. Synergy scores: CSS=52.2, Synergy_ZIP=14.3, Synergy_Bliss=12.0, Synergy_Loewe=-13.1, Synergy_HSA=13.9. (2) Drug 1: C1CN1P(=S)(N2CC2)N3CC3. Drug 2: CC12CCC3C(C1CCC2OP(=O)(O)O)CCC4=C3C=CC(=C4)OC(=O)N(CCCl)CCCl.[Na+]. Cell line: 786-0. Synergy scores: CSS=2.04, Synergy_ZIP=-0.349, Synergy_Bliss=0.498, Synergy_Loewe=-0.439, Synergy_HSA=-0.158.